Dataset: Reaction yield outcomes from USPTO patents with 853,638 reactions. Task: Predict the reaction yield, written as a fraction of the theoretical maximum amount of product (1.0 means a 100% yield; for example, 0.34 means a 34% yield). (1) The reactants are [NH2:1][C:2]1[CH:3]=[CH:4][C:5]([O:8][CH2:9][C:10]2[CH:15]=[CH:14][N:13]=[CH:12][CH:11]=2)=[N:6][CH:7]=1.[C:16](=O)([O:18]C1C=CC=CC=1)N.[CH3:26][O:27][C:28]1[CH:29]=[C:30]2[C:34](=[CH:35][C:36]=1[C:37]([F:40])([F:39])[F:38])[NH:33][CH2:32][CH2:31]2. The catalyst is C(OCC)(=O)C. The product is [CH3:26][O:27][C:28]1[CH:29]=[C:30]2[C:34](=[CH:35][C:36]=1[C:37]([F:40])([F:38])[F:39])[N:33]([C:16](=[O:18])[NH:1][C:2]1[CH:7]=[N:6][C:5]([O:8][CH2:9][C:10]3[CH:15]=[CH:14][N:13]=[CH:12][CH:11]=3)=[CH:4][CH:3]=1)[CH2:32][CH2:31]2. The yield is 0.130. (2) The reactants are [CH3:1][C:2]([CH3:10])([C:4](=[O:9])[CH2:5][C:6](=O)[CH3:7])[CH3:3].S([O-])([O-])(=O)=O.[Na+].[Na+].[CH:18]([NH2:22])([CH2:20][CH3:21])[CH3:19]. The catalyst is C1(C)C=CC=CC=1. The product is [CH3:1][C:2]([CH3:10])([C:4](=[O:9])[CH2:5][CH:6]([NH:22][CH:18]([CH2:20][CH3:21])[CH3:19])[CH3:7])[CH3:3]. The yield is 0.710.